This data is from Forward reaction prediction with 1.9M reactions from USPTO patents (1976-2016). The task is: Predict the product of the given reaction. (1) Given the reactants [Cl:1][C:2]1[CH:3]=[C:4]([CH:23]=[C:24]([Cl:26])[CH:25]=1)[CH2:5][NH:6][C:7]([C:9]1([C:16]2[CH:21]=[CH:20][C:19](I)=[CH:18][CH:17]=2)[CH2:14][CH2:13][N:12]([CH3:15])[CH2:11][CH2:10]1)=[O:8].[C:27]([C:29]1[CH:30]=[C:31](B(O)O)[CH:32]=[CH:33][CH:34]=1)#[N:28].C([O-])([O-])=O.[Na+].[Na+].CCO, predict the reaction product. The product is: [Cl:1][C:2]1[CH:3]=[C:4]([CH:23]=[C:24]([Cl:26])[CH:25]=1)[CH2:5][NH:6][C:7]([C:9]1([C:16]2[CH:21]=[CH:20][C:19]([C:33]3[CH:32]=[CH:31][CH:30]=[C:29]([C:27]#[N:28])[CH:34]=3)=[CH:18][CH:17]=2)[CH2:14][CH2:13][N:12]([CH3:15])[CH2:11][CH2:10]1)=[O:8]. (2) Given the reactants [CH2:1]([O:3][C:4](=[O:15])[C:5]1[CH:10]=[CH:9][C:8](Cl)=[C:7]([N+:12]([O-:14])=[O:13])[CH:6]=1)[CH3:2].[CH3:16][O:17][CH2:18][CH2:19][NH2:20].C(=O)([O-])O.[Na+], predict the reaction product. The product is: [CH3:16][O:17][CH2:18][CH2:19][NH:20][C:8]1[CH:9]=[CH:10][C:5]([C:4]([O:3][CH2:1][CH3:2])=[O:15])=[CH:6][C:7]=1[N+:12]([O-:14])=[O:13]. (3) Given the reactants Br[CH2:2][CH2:3][CH2:4][N:5]1[C:9]2[CH:10]=[CH:11][CH:12]=[CH:13][C:8]=2[N:7]([C:14]2[CH:19]=[CH:18][C:17]([F:20])=[CH:16][C:15]=2[Cl:21])[S:6]1(=[O:23])=[O:22].[CH3:24][NH2:25], predict the reaction product. The product is: [ClH:21].[Cl:21][C:15]1[CH:16]=[C:17]([F:20])[CH:18]=[CH:19][C:14]=1[N:7]1[C:8]2[CH:13]=[CH:12][CH:11]=[CH:10][C:9]=2[N:5]([CH2:4][CH2:3][CH2:2][NH:25][CH3:24])[S:6]1(=[O:23])=[O:22]. (4) Given the reactants [C:1]1([C:7](=O)[S:8][C@@H:9]([C:19]2[CH:24]=[CH:23][CH:22]=[CH:21][CH:20]=2)[CH2:10][NH:11][C:12]([O:14][C:15]([CH3:18])([CH3:17])[CH3:16])=[O:13])[CH:6]=[CH:5]C=CC=1, predict the reaction product. The product is: [C:10]([C:9]1[S:8][C:6]([CH3:5])=[CH:1][C:7]=1[S:8][C@@H:9]([C:19]1[CH:20]=[CH:21][CH:22]=[CH:23][CH:24]=1)[CH2:10][NH:11][C:12](=[O:13])[O:14][C:15]([CH3:16])([CH3:17])[CH3:18])#[N:11].